Dataset: Reaction yield outcomes from USPTO patents with 853,638 reactions. Task: Predict the reaction yield, written as a fraction of the theoretical maximum amount of product (1.0 means a 100% yield; for example, 0.34 means a 34% yield). (1) The reactants are [Cl:1][C:2]1[C:11]2[C:6](=[C:7]([Cl:19])[C:8]([O:12][CH2:13][CH:14](OC)OC)=[CH:9][CH:10]=2)[N:5]=[C:4]([C:20]2[N:21]=[C:22]([CH:25]([CH3:27])[CH3:26])[S:23][CH:24]=2)[CH:3]=1.[NH:28]1[CH2:33][CH2:32][O:31][CH2:30][CH2:29]1.[BH-](OC(C)=O)(OC(C)=O)OC(C)=O.[Na+]. The catalyst is CC(O)=O.Cl.CCOC(C)=O.C(Cl)Cl. The product is [Cl:1][C:2]1[C:11]2[C:6](=[C:7]([Cl:19])[C:8]([O:12][CH2:13][CH2:14][N:28]3[CH2:33][CH2:32][O:31][CH2:30][CH2:29]3)=[CH:9][CH:10]=2)[N:5]=[C:4]([C:20]2[N:21]=[C:22]([CH:25]([CH3:26])[CH3:27])[S:23][CH:24]=2)[CH:3]=1. The yield is 0.860. (2) The reactants are C(=O)(O)[O-].[Na+].[C:14](O[C:14]([O:16][C:17]([CH3:20])([CH3:19])[CH3:18])=[O:15])([O:16][C:17]([CH3:20])([CH3:19])[CH3:18])=[O:15].Br.[Br:22][CH2:23][CH2:24][NH2:25]. The catalyst is O.ClCCl. The product is [Br:22][CH2:23][CH2:24][NH:25][C:14](=[O:15])[O:16][C:17]([CH3:18])([CH3:19])[CH3:20]. The yield is 0.720. (3) The reactants are [CH3:1][O:2][C:3]1[CH:4]=[C:5]2[C:10](=[CH:11][C:12]=1[O:13][CH3:14])[N:9]=[CH:8][CH:7]=[C:6]2[O:15][C:16]1[C:22]([CH3:23])=[CH:21][C:19]([NH2:20])=[C:18]([CH3:24])[CH:17]=1.C(N(CC)CC)C.[C:32](Cl)(Cl)=[S:33].[CH:36]1([NH:42][NH2:43])[CH2:41][CH2:40][CH2:39][CH2:38][CH2:37]1. The catalyst is CN(C)C=O.C(OCC)(=O)C. The product is [CH3:1][O:2][C:3]1[CH:4]=[C:5]2[C:10](=[CH:11][C:12]=1[O:13][CH3:14])[N:9]=[CH:8][CH:7]=[C:6]2[O:15][C:16]1[C:22]([CH3:23])=[CH:21][C:19]([NH:20][C:32]([NH:43][NH:42][CH:36]2[CH2:41][CH2:40][CH2:39][CH2:38][CH2:37]2)=[S:33])=[C:18]([CH3:24])[CH:17]=1. The yield is 0.130. (4) The reactants are [OH:1][C:2]([CH3:7])([CH3:6])[C:3](O)=[O:4].ClC(N(C)C)=C(C)C.Cl.[NH2:17][CH2:18][C:19]1[CH:20]=[C:21]([CH2:25][N:26]2[C:34]3[C:29](=[C:30]([O:35][CH3:36])[CH:31]=[CH:32][CH:33]=3)[C:28]([NH:37][S:38]([C:41]3[S:42][C:43]([Cl:46])=[CH:44][CH:45]=3)(=[O:40])=[O:39])=[N:27]2)[CH:22]=[CH:23][CH:24]=1.CCN(C(C)C)C(C)C. The catalyst is C1COCC1. The product is [Cl:46][C:43]1[S:42][C:41]([S:38]([NH:37][C:28]2[C:29]3[C:34](=[CH:33][CH:32]=[CH:31][C:30]=3[O:35][CH3:36])[N:26]([CH2:25][C:21]3[CH:20]=[C:19]([CH2:18][NH:17][C:3](=[O:4])[C:2]([OH:1])([CH3:7])[CH3:6])[CH:24]=[CH:23][CH:22]=3)[N:27]=2)(=[O:39])=[O:40])=[CH:45][CH:44]=1. The yield is 0.880. (5) The reactants are [F:1][C:2]1[CH:3]=[C:4]([CH:6]=[CH:7][C:8]=1[O:9][CH3:10])[NH2:5].CCN(C(C)C)C(C)C.[C:20](OC(=O)C)(=[O:22])[CH3:21]. The catalyst is C(Cl)Cl.CN(C1C=CN=CC=1)C. The product is [F:1][C:2]1[CH:3]=[C:4]([NH:5][C:20](=[O:22])[CH3:21])[CH:6]=[CH:7][C:8]=1[O:9][CH3:10]. The yield is 0.720. (6) The reactants are C([O:3][C:4](=[O:36])[CH:5]([C:29]1[CH:30]=[C:31]([CH3:35])[CH:32]=[CH:33][CH:34]=1)[CH2:6][C:7]1[CH:11]=[C:10]([C:12]2[CH:17]=[CH:16][C:15]([NH:18][CH2:19][CH:20]=[CH2:21])=[CH:14][CH:13]=2)[N:9]([C:22]2[CH:27]=[CH:26][C:25]([CH3:28])=[CH:24][CH:23]=2)[N:8]=1)C.[Li+].[OH-]. The catalyst is C1COCC1.O. The product is [CH2:19]([NH:18][C:15]1[CH:14]=[CH:13][C:12]([C:10]2[N:9]([C:22]3[CH:27]=[CH:26][C:25]([CH3:28])=[CH:24][CH:23]=3)[N:8]=[C:7]([CH2:6][CH:5]([C:29]3[CH:30]=[C:31]([CH3:35])[CH:32]=[CH:33][CH:34]=3)[C:4]([OH:36])=[O:3])[CH:11]=2)=[CH:17][CH:16]=1)[CH:20]=[CH2:21]. The yield is 0.770. (7) The reactants are [Cl:1][CH2:2][CH2:3][CH2:4][S:5]([O:8][CH2:9][C:10]([CH3:26])([CH3:25])[CH:11]([O:15][CH2:16][C:17]1[CH:22]=[CH:21][C:20]([O:23][CH3:24])=[CH:19][CH:18]=1)[C:12]([OH:14])=[O:13])(=[O:7])=[O:6].[C:27](Cl)(=O)[C:28](Cl)=O.C(O)C.N1C=CC=CC=1. The catalyst is ClCCl. The product is [Cl:1][CH2:2][CH2:3][CH2:4][S:5]([O:8][CH2:9][C:10]([CH3:26])([CH3:25])[CH:11]([O:15][CH2:16][C:17]1[CH:22]=[CH:21][C:20]([O:23][CH3:24])=[CH:19][CH:18]=1)[C:12]([O:14][CH2:27][CH3:28])=[O:13])(=[O:7])=[O:6]. The yield is 0.580. (8) The reactants are C([N:4]1[C:12]2[C:7](=[CH:8][C:9]([O:13][C:14]3[CH:21]=[CH:20][C:19]([F:22])=[CH:18][C:15]=3[C:16]#[N:17])=[CH:10][CH:11]=2)[CH:6]=[N:5]1)(=O)C.Cl.[OH-].[Na+].O. The catalyst is CO. The product is [NH:4]1[C:12]2[C:7](=[CH:8][C:9]([O:13][C:14]3[CH:21]=[CH:20][C:19]([F:22])=[CH:18][C:15]=3[C:16]#[N:17])=[CH:10][CH:11]=2)[CH:6]=[N:5]1. The yield is 0.910.